Dataset: Peptide-MHC class II binding affinity with 134,281 pairs from IEDB. Task: Regression. Given a peptide amino acid sequence and an MHC pseudo amino acid sequence, predict their binding affinity value. This is MHC class II binding data. (1) The peptide sequence is KIPGGAMYADDTAGWDT. The MHC is DRB1_1501 with pseudo-sequence DRB1_1501. The binding affinity (normalized) is 0.111. (2) The peptide sequence is PAGVCPTIGVGGNFA. The MHC is DRB4_0101 with pseudo-sequence DRB4_0103. The binding affinity (normalized) is 0.